From a dataset of Reaction yield outcomes from USPTO patents with 853,638 reactions. Predict the reaction yield, written as a fraction of the theoretical maximum amount of product (1.0 means a 100% yield; for example, 0.34 means a 34% yield). (1) The reactants are Br[C:2]1[CH:7]=[CH:6][C:5]([CH:8]([CH3:15])[CH2:9][NH:10][S:11]([CH3:14])(=[O:13])=[O:12])=[CH:4][CH:3]=1.[S:16]1[CH:20]=[CH:19][C:18](B(O)O)=[CH:17]1.C(=O)([O-])[O-].[K+].[K+]. The catalyst is C1(C)C=CC=CC=1.C(OCC)(=O)C.C1C=CC([P]([Pd]([P](C2C=CC=CC=2)(C2C=CC=CC=2)C2C=CC=CC=2)([P](C2C=CC=CC=2)(C2C=CC=CC=2)C2C=CC=CC=2)[P](C2C=CC=CC=2)(C2C=CC=CC=2)C2C=CC=CC=2)(C2C=CC=CC=2)C2C=CC=CC=2)=CC=1. The product is [S:16]1[CH:20]=[CH:19][C:18]([C:2]2[CH:7]=[CH:6][C:5]([CH:8]([CH3:15])[CH2:9][NH:10][S:11]([CH3:14])(=[O:13])=[O:12])=[CH:4][CH:3]=2)=[CH:17]1. The yield is 0.270. (2) The reactants are O=C1CCC(=O)N1[O:8][C:9](=O)[CH2:10][CH2:11][CH:12]([NH:20][C:21]([CH:23]1[CH2:28][CH2:27][CH:26]([CH2:29][NH:30][C:31](=[O:57])[CH2:32][CH2:33][CH2:34][CH2:35][CH2:36][CH2:37][CH2:38][CH2:39][CH2:40][CH2:41][CH2:42][CH2:43][CH2:44][CH2:45][CH2:46][CH2:47][CH2:48][CH2:49][C:50]([O:52][C:53]([CH3:56])([CH3:55])[CH3:54])=[O:51])[CH2:25][CH2:24]1)=[O:22])[C:13]([O:15][C:16]([CH3:19])([CH3:18])[CH3:17])=[O:14].[NH2:59][C@H:60]([C:66]([O:68][C:69]([CH3:72])([CH3:71])[CH3:70])=[O:67])[CH2:61][CH2:62][C:63](=[O:65])[OH:64]. The catalyst is C1COCC1.O. The product is [C:69]([O:68][C:66](=[O:67])[CH:60]([NH:59][C:9](=[O:8])[CH2:10][CH2:11][CH:12]([C:13]([O:15][C:16]([CH3:19])([CH3:18])[CH3:17])=[O:14])[NH:20][C:21]([CH:23]1[CH2:24][CH2:25][CH:26]([CH2:29][NH:30][C:31](=[O:57])[CH2:32][CH2:33][CH2:34][CH2:35][CH2:36][CH2:37][CH2:38][CH2:39][CH2:40][CH2:41][CH2:42][CH2:43][CH2:44][CH2:45][CH2:46][CH2:47][CH2:48][CH2:49][C:50]([O:52][C:53]([CH3:54])([CH3:55])[CH3:56])=[O:51])[CH2:27][CH2:28]1)=[O:22])[CH2:61][CH2:62][C:63]([OH:64])=[O:65])([CH3:72])([CH3:71])[CH3:70]. The yield is 0.840. (3) The reactants are [CH2:1]([N:3]1[C:7]([N:8]2[CH2:14][CH2:13][CH2:12][CH:11]([NH:15][C:16](=[O:21])[C:17]([F:20])([F:19])[F:18])[CH2:10][CH2:9]2)=[C:6]([N+:22]([O-])=O)[CH:5]=[N:4]1)[CH3:2].[C:25]([O:29][C:30]([NH:32][C:33]1[S:37][C:36]([C:38]2[C:43]([F:44])=[CH:42][CH:41]=[CH:40][C:39]=2[F:45])=[N:35][C:34]=1[C:46](O)=[O:47])=[O:31])([CH3:28])([CH3:27])[CH3:26].CN(C(ON1N=NC2C=CC=NC1=2)=[N+](C)C)C.F[P-](F)(F)(F)(F)F.CCN(C(C)C)C(C)C. The catalyst is CO.C(Cl)Cl.[Pd].O. The product is [F:45][C:39]1[CH:40]=[CH:41][CH:42]=[C:43]([F:44])[C:38]=1[C:36]1[S:37][C:33]([NH:32][C:30](=[O:31])[O:29][C:25]([CH3:27])([CH3:26])[CH3:28])=[C:34]([C:46](=[O:47])[NH:22][C:6]2[CH:5]=[N:4][N:3]([CH2:1][CH3:2])[C:7]=2[N:8]2[CH2:14][CH2:13][CH2:12][CH:11]([NH:15][C:16](=[O:21])[C:17]([F:20])([F:19])[F:18])[CH2:10][CH2:9]2)[N:35]=1. The yield is 0.680. (4) The reactants are [C:1]1([C@H:7]([NH:9][C:10]([C:12]2[CH:17]=[CH:16][C:15]([CH3:18])=[C:14](Br)[CH:13]=2)=[O:11])[CH3:8])[CH:6]=[CH:5][CH:4]=[CH:3][CH:2]=1.[CH3:20][O:21][C:22]1[CH:27]=[CH:26][C:25](B(O)O)=[CH:24][CH:23]=1.C1(C)C=CC=CC=1. The catalyst is C([O-])([O-])=O.[Na+].[Na+].CCOC(C)=O.O.C1C=CC([P]([Pd]([P](C2C=CC=CC=2)(C2C=CC=CC=2)C2C=CC=CC=2)([P](C2C=CC=CC=2)(C2C=CC=CC=2)C2C=CC=CC=2)[P](C2C=CC=CC=2)(C2C=CC=CC=2)C2C=CC=CC=2)(C2C=CC=CC=2)C2C=CC=CC=2)=CC=1. The product is [C:1]1([C@H:7]([NH:9][C:10]([C:12]2[CH:17]=[CH:16][C:15]([CH3:18])=[C:14]([C:25]3[CH:26]=[CH:27][C:22]([O:21][CH3:20])=[CH:23][CH:24]=3)[CH:13]=2)=[O:11])[CH3:8])[CH:6]=[CH:5][CH:4]=[CH:3][CH:2]=1. The yield is 0.920. (5) The yield is 0.490. The catalyst is [O-]P([O-])([O-])=O.[K+].[K+].[K+].O1CCOCC1.C1C=CC([P]([Pd]([P](C2C=CC=CC=2)(C2C=CC=CC=2)C2C=CC=CC=2)([P](C2C=CC=CC=2)(C2C=CC=CC=2)C2C=CC=CC=2)[P](C2C=CC=CC=2)(C2C=CC=CC=2)C2C=CC=CC=2)(C2C=CC=CC=2)C2C=CC=CC=2)=CC=1. The product is [S:1]1[CH:5]=[CH:4][CH:3]=[C:2]1[CH2:6][NH:7][C:8]([C:10]1[NH:11][C:12]2[C:17]([CH:18]=1)=[CH:16][C:15]([C:21]1[CH:26]=[CH:25][CH:24]=[CH:23][CH:22]=1)=[CH:14][C:13]=2[Cl:20])=[O:9]. The reactants are [S:1]1[CH:5]=[CH:4][CH:3]=[C:2]1[CH2:6][NH:7][C:8]([C:10]1[NH:11][C:12]2[C:17]([CH:18]=1)=[CH:16][C:15](Br)=[CH:14][C:13]=2[Cl:20])=[O:9].[C:21]1(B(O)O)[CH:26]=[CH:25][CH:24]=[CH:23][CH:22]=1. (6) The yield is 0.720. The reactants are [CH3:1][O:2][C:3]([C:5]1[S:6][C:7]2[CH:8]([NH:20][CH:21]3[CH2:24][CH2:23][CH2:22]3)[CH2:9][O:10][C:11]3[CH:18]=[CH:17][C:16](Br)=[CH:15][C:12]=3[C:13]=2[N:14]=1)=[O:4].C1C=CC(P(C2C=CC=CC=2)C2C=CC=CC=2)=CC=1.[CH3:44][C:45]([OH:49])([C:47]#[CH:48])[CH3:46]. The product is [CH3:1][O:2][C:3]([C:5]1[S:6][C:7]2[CH:8]([NH:20][CH:21]3[CH2:24][CH2:23][CH2:22]3)[CH2:9][O:10][C:11]3[CH:18]=[CH:17][C:16]([C:48]#[C:47][C:45]([OH:49])([CH3:46])[CH3:44])=[CH:15][C:12]=3[C:13]=2[N:14]=1)=[O:4]. The catalyst is CN(C=O)C.CC([O-])=O.CC([O-])=O.[Pd+2].[Cu]I. (7) The reactants are [F:1][C:2]1[CH:7]=[CH:6][CH:5]=[CH:4][C:3]=1[NH:8][N:9]=[CH:10][CH:11]=O.[CH3:13][C:14]1([CH3:22])[O:19][C:18](=[O:20])[CH2:17][C:16](=[O:21])[O:15]1. The catalyst is C1(C)C=CC=CC=1.C(O)(=O)C.C(NCC=C)C=C. The product is [F:1][C:2]1[CH:7]=[CH:6][CH:5]=[CH:4][C:3]=1[NH:8][N:9]=[CH:10][CH:11]=[C:17]1[C:18](=[O:20])[O:19][C:14]([CH3:22])([CH3:13])[O:15][C:16]1=[O:21]. The yield is 0.670. (8) The reactants are [CH:1]1([CH:4]([C:26]2[CH:27]=[N:28][C:29]([O:32][CH3:33])=[CH:30][CH:31]=2)[O:5][C:6]2[CH:23]=[CH:22][C:9]([CH2:10][NH:11][C:12]3[C:17]([N+:18]([O-:20])=[O:19])=[CH:16][C:15](I)=[CH:14][N:13]=3)=[CH:8][C:7]=2[O:24][CH3:25])[CH2:3][CH2:2]1.[CH3:34][N:35]1[CH:39]=[C:38](B2OC(C)(C)C(C)(C)O2)[CH:37]=[N:36]1.C(=O)([O-])[O-].[K+].[K+]. The catalyst is C1(C)C=CC=CC=1.O.C1C=CC(P(C2C=CC=CC=2)[C-]2C=CC=C2)=CC=1.C1C=CC(P(C2C=CC=CC=2)[C-]2C=CC=C2)=CC=1.[Cl-].[Cl-].[Fe+2].[Pd+2]. The product is [CH:1]1([CH:4]([C:26]2[CH:27]=[N:28][C:29]([O:32][CH3:33])=[CH:30][CH:31]=2)[O:5][C:6]2[CH:23]=[CH:22][C:9]([CH2:10][NH:11][C:12]3[C:17]([N+:18]([O-:20])=[O:19])=[CH:16][C:15]([C:38]4[CH:37]=[N:36][N:35]([CH3:34])[CH:39]=4)=[CH:14][N:13]=3)=[CH:8][C:7]=2[O:24][CH3:25])[CH2:3][CH2:2]1. The yield is 0.550. (9) The reactants are [O:1]=[C:2]1[CH2:7][N:6]([C:8]([N:10]2[CH2:14][CH2:13][C:12]3([CH2:19][CH2:18][N:17]([C:20]4[CH:25]=[CH:24][N:23]=[CH:22][CH:21]=4)[CH2:16][CH2:15]3)[CH2:11]2)=[O:9])[CH2:5][CH2:4][N:3]1[CH2:26][CH2:27][C:28]([O:30]CC)=[O:29].[OH-].[Na+]. The catalyst is O1CCOCC1. The product is [O:1]=[C:2]1[CH2:7][N:6]([C:8]([N:10]2[CH2:14][CH2:13][C:12]3([CH2:19][CH2:18][N:17]([C:20]4[CH:21]=[CH:22][N:23]=[CH:24][CH:25]=4)[CH2:16][CH2:15]3)[CH2:11]2)=[O:9])[CH2:5][CH2:4][N:3]1[CH2:26][CH2:27][C:28]([OH:30])=[O:29]. The yield is 0.720. (10) The reactants are [C:1]([NH2:10])(=[O:9])[C:2]1[C:3](=[CH:5][CH:6]=[CH:7][CH:8]=1)[NH2:4].[CH3:11][N:12]([CH3:25])[C:13]1[C:22]2[C:17](=[CH:18][CH:19]=[CH:20][CH:21]=2)[C:16]([CH:23]=O)=[CH:15][CH:14]=1.COC1C=C(OC)C=C2C=1C(=O)NC(C1C=CC=CN=1)=N2. No catalyst specified. The product is [CH3:11][N:12]([CH3:25])[C:13]1[C:22]2[C:17](=[CH:18][CH:19]=[CH:20][CH:21]=2)[C:16]([C:23]2[NH:10][C:1](=[O:9])[C:2]3[C:3](=[CH:5][CH:6]=[CH:7][CH:8]=3)[N:4]=2)=[CH:15][CH:14]=1. The yield is 0.690.